Predict the reactants needed to synthesize the given product. From a dataset of Full USPTO retrosynthesis dataset with 1.9M reactions from patents (1976-2016). (1) Given the product [C:54]1([O:53][C@@H:49]2[CH2:50][CH2:51][CH2:52][N:47]([C:3]3[N:4]=[N:5][C:6]([C:24]([NH2:26])=[O:25])=[C:7]([NH:9][C:10]4[CH:15]=[CH:14][C:13]([C:16]([N:18]5[CH2:23][CH2:22][O:21][CH2:20][CH2:19]5)=[O:17])=[CH:12][CH:11]=4)[N:8]=3)[CH2:48]2)[C:63]2[C:58](=[CH:59][CH:60]=[CH:61][CH:62]=2)[CH:57]=[CH:56][N:55]=1.[ClH:33], predict the reactants needed to synthesize it. The reactants are: CS[C:3]1[N:4]=[N:5][C:6]([C:24]([NH2:26])=[O:25])=[C:7]([NH:9][C:10]2[CH:15]=[CH:14][C:13]([C:16]([N:18]3[CH2:23][CH2:22][O:21][CH2:20][CH2:19]3)=[O:17])=[CH:12][CH:11]=2)[N:8]=1.C1C=C([Cl:33])C=C(C(OO)=O)C=1.CCN(C(C)C)C(C)C.[NH:47]1[CH2:52][CH2:51][CH2:50][C@@H:49]([O:53][C:54]2[C:63]3[C:58](=[CH:59][CH:60]=[CH:61][CH:62]=3)[CH:57]=[CH:56][N:55]=2)[CH2:48]1. (2) Given the product [N:35]1[CH:36]=[CH:37][CH:38]=[CH:39][C:34]=1[CH:12]1[CH2:17][CH2:16][N:15]([C:18]([O:20][C:21]([CH3:24])([CH3:23])[CH3:22])=[O:19])[CH2:14][CH2:13]1, predict the reactants needed to synthesize it. The reactants are: Cl.BrCCBr.C[Si](Cl)(C)C.I[CH:12]1[CH2:17][CH2:16][N:15]([C:18]([O:20][C:21]([CH3:24])([CH3:23])[CH3:22])=[O:19])[CH2:14][CH2:13]1.C1(C=CC(O)=CC=1)O.Br[C:34]1[CH:39]=[CH:38][CH:37]=[CH:36][N:35]=1.O1C=CC=C1P(C1OC=CC=1)C1OC=CC=1. (3) Given the product [NH:14]1[CH2:17][CH:16]([N:18]2[CH2:19][CH2:20][N:21]([C:24]3[CH:29]=[CH:28][CH:27]=[CH:26][N:25]=3)[CH2:22][CH2:23]2)[CH2:15]1, predict the reactants needed to synthesize it. The reactants are: C([N:14]1[CH2:17][CH:16]([N:18]2[CH2:23][CH2:22][N:21]([C:24]3[CH:29]=[CH:28][CH:27]=[CH:26][N:25]=3)[CH2:20][CH2:19]2)[CH2:15]1)(C1C=CC=CC=1)C1C=CC=CC=1.C([O-])=O.[NH4+]. (4) The reactants are: [CH2:1]([O:8][C:9]1[CH:10]=[C:11]([CH:13]=[CH:14][CH:15]=1)[NH2:12])[C:2]1[CH:7]=[CH:6][CH:5]=[CH:4][CH:3]=1.[N:16]#[C:17][NH2:18]. Given the product [CH2:1]([O:8][C:9]1[CH:10]=[C:11]([NH:12][C:17]([NH2:18])=[NH:16])[CH:13]=[CH:14][CH:15]=1)[C:2]1[CH:3]=[CH:4][CH:5]=[CH:6][CH:7]=1, predict the reactants needed to synthesize it. (5) Given the product [CH2:1]([N:3]1[C:4]2[CH:9]=[CH:8][N:7]=[CH:6][C:5]=2[N:10]=[C:17]1[CH2:18][N:19]1[CH:23]=[CH:22][N:21]=[C:20]1[C:24]1[N:29]=[CH:28][CH:27]=[CH:26][N:25]=1)[CH3:2], predict the reactants needed to synthesize it. The reactants are: [CH2:1]([NH:3][C:4]1[CH:9]=[CH:8][N:7]=[CH:6][C:5]=1[NH2:10])[CH3:2].C[Al](C)C.CO[C:17](=O)[CH2:18][N:19]1[CH:23]=[CH:22][N:21]=[C:20]1[C:24]1[N:29]=[CH:28][CH:27]=[CH:26][N:25]=1. (6) The reactants are: [CH3:1][O:2][C:3](=[O:20])[C:4](=O)[CH:5]([CH3:18])[C:6](=O)[C:7]1[CH:12]=[CH:11][CH:10]=[CH:9][C:8]=1[C:13]([F:16])([F:15])[F:14].[CH3:21][NH:22][NH2:23].[CH2:24](O)C. Given the product [CH3:1][O:2][C:3]([C:4]1[CH:21]([CH3:24])[N:22]=[C:6]([C:7]2[CH:12]=[CH:11][CH:10]=[CH:9][C:8]=2[C:13]([F:16])([F:15])[F:14])[C:5]=1[CH3:18])=[O:20].[CH3:1][O:2][C:3]([C:4]1[C:5]([CH3:18])=[C:6]([C:7]2[CH:12]=[CH:11][CH:10]=[CH:9][C:8]=2[C:13]([F:16])([F:15])[F:14])[N:22]([CH3:21])[N:23]=1)=[O:20], predict the reactants needed to synthesize it. (7) Given the product [CH:1]1([CH2:5][O:6][C:8]2[NH:9][C:10](=[O:18])[C:11]3[CH:17]=[CH:16][N:15]=[CH:14][C:12]=3[N:13]=2)[CH2:4][CH2:3][CH2:2]1, predict the reactants needed to synthesize it. The reactants are: [CH:1]1([CH2:5][OH:6])[CH2:4][CH2:3][CH2:2]1.Cl[C:8]1[N:9]=[C:10]([OH:18])[C:11]2[CH:17]=[CH:16][N:15]=[CH:14][C:12]=2[N:13]=1.